This data is from Forward reaction prediction with 1.9M reactions from USPTO patents (1976-2016). The task is: Predict the product of the given reaction. (1) Given the reactants [CH:1]1([C:6]2[CH:7]=[C:8]([C:18]([OH:20])=O)[CH:9]=[N:10][C:11]=2[O:12][CH2:13][C:14]([F:17])([F:16])[F:15])[CH2:5][CH2:4][CH2:3][CH2:2]1.[CH3:21][O:22][CH2:23][C@@H:24]1[CH2:28][CH2:27][CH2:26][N:25]1[NH2:29], predict the reaction product. The product is: [CH:1]1([C:6]2[CH:7]=[C:8]([C:18]([NH:29][N:25]3[CH2:26][CH2:27][CH2:28][C@H:24]3[CH2:23][O:22][CH3:21])=[O:20])[CH:9]=[N:10][C:11]=2[O:12][CH2:13][C:14]([F:15])([F:16])[F:17])[CH2:2][CH2:3][CH2:4][CH2:5]1. (2) Given the reactants [NH2:1][C:2]1[CH:7]=[N:6][C:5]([Br:8])=[CH:4][N:3]=1.C(N(C(C)C)CC)(C)C.[CH:18]1([C:24](Cl)=[O:25])[CH2:23][CH2:22][CH2:21][CH2:20][CH2:19]1.[Cl-].[NH4+], predict the reaction product. The product is: [Br:8][C:5]1[N:6]=[CH:7][C:2]([NH:1][C:24]([CH:18]2[CH2:23][CH2:22][CH2:21][CH2:20][CH2:19]2)=[O:25])=[N:3][CH:4]=1. (3) Given the reactants [F:1][C:2]([F:7])([F:6])S([O-])=O.[K+].[CH3:9][C:10]1[C:11](=[O:19])[C:12]([CH3:18])([CH3:17])[CH2:13][C:14](=[O:16])[CH:15]=1.S(OOS([O-])(=O)=O)([O-])(=O)=O.[NH4+].[NH4+], predict the reaction product. The product is: [CH3:9][C:10]1[C:11](=[O:19])[C:12]([CH3:18])([CH3:17])[CH2:13][C:14](=[O:16])[C:15]=1[C:2]([F:7])([F:6])[F:1]. (4) The product is: [OH:26][CH2:25][CH2:24][N:22]([CH3:23])[C:3]1[C:2]([C:29]2[CH:28]=[N:27][CH:32]=[CH:31][CH:30]=2)=[CH:21][C:6]([C:7]([NH:9][C:10]2[CH:15]=[CH:14][C:13]([O:16][C:17]([F:20])([F:19])[F:18])=[CH:12][CH:11]=2)=[O:8])=[CH:5][N:4]=1. Given the reactants Br[C:2]1[C:3]([N:22]([CH2:24][CH2:25][OH:26])[CH3:23])=[N:4][CH:5]=[C:6]([CH:21]=1)[C:7]([NH:9][C:10]1[CH:15]=[CH:14][C:13]([O:16][C:17]([F:20])([F:19])[F:18])=[CH:12][CH:11]=1)=[O:8].[N:27]1[CH:32]=[CH:31][CH:30]=[C:29](B(O)O)[CH:28]=1.C([O-])([O-])=O.[Na+].[Na+], predict the reaction product. (5) Given the reactants [Cl:1][C:2]1[CH:3]=[C:4]([CH:36]=[CH:37][C:38]=1[O:39][CH3:40])[CH2:5][NH:6][C:7]1[C:12]([C:13]([O:15][CH2:16][CH2:17][O:18][CH2:19][C:20]2[CH:25]=[CH:24][CH:23]=[CH:22][CH:21]=2)=[O:14])=[C:11]([N:26]2[CH2:31][CH2:30][CH:29]([OH:32])[CH2:28][CH2:27]2)[N:10]=[C:9](S(C)=O)[N:8]=1.C(Cl)(Cl)Cl.[NH:45]1[CH2:51][CH2:50][CH2:49][C@H:46]1[CH2:47][OH:48].C(N(CC)CC)C, predict the reaction product. The product is: [Cl:1][C:2]1[CH:3]=[C:4]([CH:36]=[CH:37][C:38]=1[O:39][CH3:40])[CH2:5][NH:6][C:7]1[C:12]([C:13]([O:15][CH2:16][CH2:17][O:18][CH2:19][C:20]2[CH:25]=[CH:24][CH:23]=[CH:22][CH:21]=2)=[O:14])=[C:11]([N:26]2[CH2:31][CH2:30][CH:29]([OH:32])[CH2:28][CH2:27]2)[N:10]=[C:9]([N:45]2[CH2:51][CH2:50][CH2:49][CH:46]2[CH2:47][OH:48])[N:8]=1. (6) Given the reactants [F:1][C:2]1[CH:7]=[CH:6][CH:5]=[C:4]([F:8])[C:3]=1[C:9]1[N:14]=[C:13]([C:15]([OH:17])=[O:16])[CH:12]=[CH:11][C:10]=1[F:18].OS(O)(=O)=O.[N+:24]([O-])([OH:26])=[O:25], predict the reaction product. The product is: [F:1][C:2]1[C:7]([N+:24]([O-:26])=[O:25])=[CH:6][CH:5]=[C:4]([F:8])[C:3]=1[C:9]1[N:14]=[C:13]([C:15]([OH:17])=[O:16])[CH:12]=[CH:11][C:10]=1[F:18].